This data is from Catalyst prediction with 721,799 reactions and 888 catalyst types from USPTO. The task is: Predict which catalyst facilitates the given reaction. (1) Reactant: [N+:1]([C:4]1[CH:5]=[C:6]([NH:19][C:20](=[O:23])[O:21][CH3:22])[CH:7]=[CH:8][C:9]=1[NH:10][CH2:11][CH2:12][N:13]1[CH2:18][CH2:17][CH2:16][CH2:15][CH2:14]1)([O-])=O. Product: [NH2:1][C:4]1[CH:5]=[C:6]([NH:19][C:20](=[O:23])[O:21][CH3:22])[CH:7]=[CH:8][C:9]=1[NH:10][CH2:11][CH2:12][N:13]1[CH2:18][CH2:17][CH2:16][CH2:15][CH2:14]1. The catalyst class is: 99. (2) Reactant: Br[C:2]1[CH:7]=[CH:6][C:5]([S:8]([NH2:11])(=[O:10])=[O:9])=[C:4]([C:12]([F:15])([F:14])[F:13])[CH:3]=1.[C:16]([C:18]1[N:22]([CH3:23])[C:21](B(O)O)=[CH:20][CH:19]=1)#[N:17].[F-].[K+].C(P(C(C)(C)C)C(C)(C)C)(C)(C)C. Product: [C:16]([C:18]1[N:22]([CH3:23])[C:21]([C:2]2[CH:7]=[CH:6][C:5]([S:8]([NH2:11])(=[O:10])=[O:9])=[C:4]([C:12]([F:15])([F:14])[F:13])[CH:3]=2)=[CH:20][CH:19]=1)#[N:17]. The catalyst class is: 110. (3) Reactant: [CH3:1][NH:2][CH3:3].C(N(CC)CC)C.Cl.[F:12][C:13]([F:47])([F:46])[C:14]1[CH:19]=[C:18]([C:20]2[CH:25]=[CH:24][C:23]([C:26]([F:29])([F:28])[F:27])=[CH:22][CH:21]=2)[N:17]=[C:16]([C:30]2[CH:35]=[CH:34][N:33]=[C:32]([C:36]3[CH:37]=[C:38]([S:42](Cl)(=[O:44])=[O:43])[CH:39]=[CH:40][CH:41]=3)[CH:31]=2)[N:15]=1. Product: [CH3:1][N:2]([CH3:3])[S:42]([C:38]1[CH:39]=[CH:40][CH:41]=[C:36]([C:32]2[CH:31]=[C:30]([C:16]3[N:15]=[C:14]([C:13]([F:12])([F:46])[F:47])[CH:19]=[C:18]([C:20]4[CH:25]=[CH:24][C:23]([C:26]([F:29])([F:27])[F:28])=[CH:22][CH:21]=4)[N:17]=3)[CH:35]=[CH:34][N:33]=2)[CH:37]=1)(=[O:43])=[O:44]. The catalyst class is: 1. (4) Reactant: [Li]CCCC.C(NC(C)C)(C)C.[Br:13][C:14]1[CH:15]=[N:16][CH:17]=[CH:18][CH:19]=1.[Cl:20][C:21]1[CH:28]=[CH:27][CH:26]=[CH:25][C:22]=1[CH:23]=[O:24]. Product: [Br:13][C:14]1[CH:15]=[N:16][CH:17]=[CH:18][C:19]=1[CH:23]([C:22]1[CH:25]=[CH:26][CH:27]=[CH:28][C:21]=1[Cl:20])[OH:24]. The catalyst class is: 1. (5) The catalyst class is: 11. Reactant: Br[CH2:2][C:3]([CH3:6])([OH:5])[CH3:4].C1(P(C2C=CC=CC=2)C2C=CC=CC=2)C=CC=CC=1.[CH3:26][C:27]([CH3:30])([O-:29])[CH3:28].[K+].[CH2:32]([O:34][C:35]([C:37]1[CH:45]=[C:44]2[C:40]([CH:41]=[CH:42][N:43]2[C:46](OC(C)(C)C)=[O:47])=[C:39]([CH:53]=O)[CH:38]=1)=[O:36])[CH3:33]. Product: [CH2:32]([O:34][C:35]([C:37]1[CH:45]=[C:44]2[C:40]([CH:41]=[CH:42][N:43]2[C:46]([O:5][C:3]([CH3:6])([CH3:4])[CH3:2])=[O:47])=[C:39]([CH:53]=[CH:26][C:27]([OH:29])([CH3:30])[CH3:28])[CH:38]=1)=[O:36])[CH3:33]. (6) Reactant: [I:1][C:2]1[N:3]=[CH:4][N:5]([CH2:8][C:9]2[CH:18]=[CH:17][C:16]3[C:11](=[CH:12][CH:13]=[CH:14][CH:15]=3)[CH:10]=2)[C:6]=1[I:7].I[CH3:20]. Product: [I-:1].[I:7][C:6]1[N:5]([CH2:8][C:9]2[CH:18]=[CH:17][C:16]3[C:11](=[CH:12][CH:13]=[CH:14][CH:15]=3)[CH:10]=2)[CH2:4][NH+:3]([CH3:20])[C:2]=1[I:1]. The catalyst class is: 10. (7) Product: [NH2:31][C@H:27]([C:13]1[CH:14]=[CH:15][C:16]([OH:19])=[CH:17][CH:18]=1)[C:28]([NH:20][CH2:21][CH2:22][S:23]([OH:26])(=[O:25])=[O:24])=[O:51]. Reactant: C(N([C:13]1[CH:18]=[CH:17][C:16]([OH:19])=[CH:15][CH:14]=1)CC(O)=O)(OC(C)(C)C)=O.[NH2:20][CH2:21][CH2:22][S:23]([OH:26])(=[O:25])=[O:24].[CH2:27]([N+:31](CCCC)(CCCC)CCCC)[CH2:28]CC.CN(C([O:51]N1N=NC2C=CC=CC1=2)=[N+](C)C)C.[B-](F)(F)(F)F. The catalyst class is: 3. (8) Reactant: CS(O[CH2:6][C:7]1[N:12]=[CH:11][C:10]2[N:13]=[CH:14][N:15]([C:16]3[S:17][C:18]([C:34](=[O:36])[NH2:35])=[C:19]([O:21][C@@H:22]([C:24]4[CH:29]=[CH:28][CH:27]=[CH:26][C:25]=4[C:30]([F:33])([F:32])[F:31])[CH3:23])[CH:20]=3)[C:9]=2[CH:8]=1)(=O)=O.[CH3:37][N:38]1[CH2:43][CH2:42][NH:41][CH:40]([CH2:44][OH:45])[CH2:39]1.C(OC(N1CCNCC1C(O)=O)=O)(C)(C)C.C(OC(N1CCNC[C@H]1C(O)=O)=O)(C)(C)C. Product: [OH:45][CH2:44][CH:40]1[CH2:39][N:38]([CH3:37])[CH2:43][CH2:42][N:41]1[CH2:6][C:7]1[N:12]=[CH:11][C:10]2[N:13]=[CH:14][N:15]([C:16]3[S:17][C:18]([C:34]([NH2:35])=[O:36])=[C:19]([O:21][C@@H:22]([C:24]4[CH:29]=[CH:28][CH:27]=[CH:26][C:25]=4[C:30]([F:33])([F:32])[F:31])[CH3:23])[CH:20]=3)[C:9]=2[CH:8]=1. The catalyst class is: 884. (9) Reactant: [CH2:1]([O:3][C:4]([OH:16])=[C:5]1[C:13]2[C:8](=[CH:9][CH:10]=[CH:11][CH:12]=2)[C:7]([C:14]#[N:15])=[CH:6]1)[CH3:2].[Na].C(O)=O. Product: [CH2:1]([O:3][C:4]([CH:5]1[C:13]2[C:8](=[CH:9][CH:10]=[CH:11][CH:12]=2)[CH:7]([C:14]#[N:15])[CH2:6]1)=[O:16])[CH3:2]. The catalyst class is: 29.